From a dataset of Reaction yield outcomes from USPTO patents with 853,638 reactions. Predict the reaction yield, written as a fraction of the theoretical maximum amount of product (1.0 means a 100% yield; for example, 0.34 means a 34% yield). The reactants are [Cl-].[Cl-].C([Al+2])C.[C:6]([O:10][CH3:11])(=[O:9])[CH:7]=[CH2:8].[C:12]([O:15][C@@H:16]1[CH2:34][CH2:33][C@@:32]2([CH3:35])[C@H:18]([CH2:19][CH2:20][C@@H:21]3[C:31]2=[CH:30][CH2:29][C@@:28]2([CH3:36])[C@H:22]3[CH2:23][CH2:24]/[C:25]/2=[CH:26]/[CH3:27])[CH2:17]1)(=[O:14])[CH3:13].O. The catalyst is C(Cl)Cl. The product is [C:12]([O:15][C@@H:16]1[CH2:34][CH2:33][C@@:32]2([CH3:35])[C@H:18]([CH2:19][CH2:20][C@@H:21]3[C:31]2=[CH:30][CH2:29][C@@:28]2([CH3:36])[C@H:22]3[CH2:23][CH:24]=[C:25]2[C@H:26]([CH3:27])[CH2:8][CH2:7][C:6]([O:10][CH3:11])=[O:9])[CH2:17]1)(=[O:14])[CH3:13]. The yield is 0.700.